From a dataset of Forward reaction prediction with 1.9M reactions from USPTO patents (1976-2016). Predict the product of the given reaction. (1) Given the reactants [CH2:1]([O:3][C:4](=[O:16])[CH2:5][N:6]1[C:14]2[C:9](=[CH:10][CH:11]=[C:12]([OH:15])[CH:13]=2)[CH:8]=[CH:7]1)[CH3:2].Cl[CH2:18][C:19]1[N:23]([CH3:24])[N:22]=[C:21]([C:25]2[CH:30]=[CH:29][C:28]([Cl:31])=[CH:27][CH:26]=2)[C:20]=1[CH3:32].C(=O)([O-])[O-].[Cs+].[Cs+].[I-].[K+], predict the reaction product. The product is: [CH2:1]([O:3][C:4](=[O:16])[CH2:5][N:6]1[C:14]2[C:9](=[CH:10][CH:11]=[C:12]([O:15][CH2:18][C:19]3[N:23]([CH3:24])[N:22]=[C:21]([C:25]4[CH:30]=[CH:29][C:28]([Cl:31])=[CH:27][CH:26]=4)[C:20]=3[CH3:32])[CH:13]=2)[CH:8]=[CH:7]1)[CH3:2]. (2) The product is: [CH3:1][O:2][C:3]1[C:8]2[O:9][C:10]3[CH:15]=[CH:14][C:13]([N+:16]([O-:18])=[O:17])=[CH:12][C:11]=3[C:7]=2[C:6]([C:19]([OH:25])=[O:20])=[CH:5][CH:4]=1. Given the reactants [CH3:1][O:2][C:3]1[C:8]2[O:9][C:10]3[CH:15]=[CH:14][C:13]([N+:16]([O-:18])=[O:17])=[CH:12][C:11]=3[C:7]=2[C:6]([CH:19]=[O:20])=[CH:5][CH:4]=1.[Cl-].[Na+].S(=O)(=O)([OH:25])N, predict the reaction product.